From a dataset of Catalyst prediction with 721,799 reactions and 888 catalyst types from USPTO. Predict which catalyst facilitates the given reaction. (1) Reactant: [Li]C(C)(C)C.[CH3:6][Si:7]([CH3:20])([CH3:19])[CH2:8][CH2:9][O:10][CH2:11][O:12][C:13]1[CH:14]=[N:15][CH:16]=[CH:17][CH:18]=1.Cl[Si:22]([CH3:25])([CH3:24])[CH3:23].O. Product: [CH3:23][Si:22]([CH3:25])([CH3:24])[C:18]1[CH:17]=[CH:16][N:15]=[CH:14][C:13]=1[O:12][CH2:11][O:10][CH2:9][CH2:8][Si:7]([CH3:20])([CH3:19])[CH3:6]. The catalyst class is: 28. (2) Reactant: C([SnH](CCCC)CCCC)CCC.I[CH2:15][C@H:16]1[O:20][C@@H:19]([N:21]2[CH:28]=[C:27]([F:29])[C:25](=[O:26])[NH:24][C:22]2=[O:23])[C@H:18]([OH:30])[C@@H:17]1[OH:31].CO. Product: [F:29][C:27]1[C:25](=[O:26])[NH:24][C:22](=[O:23])[N:21]([CH:28]=1)[C@@H:19]1[O:20][C@H:16]([CH3:15])[C@@H:17]([OH:31])[C@H:18]1[OH:30]. The catalyst class is: 11. (3) Reactant: [CH:1]1([O:6][C:7]2[CH:12]=[C:11]([N+:13]([O-])=O)[CH:10]=[CH:9][C:8]=2[CH3:16])[CH2:5][CH2:4][CH2:3][CH2:2]1.[BH4-].[Na+]. Product: [CH:1]1([O:6][C:7]2[CH:12]=[C:11]([CH:10]=[CH:9][C:8]=2[CH3:16])[NH2:13])[CH2:5][CH2:4][CH2:3][CH2:2]1. The catalyst class is: 19. (4) Reactant: [C:1]([O:5][C:6]([NH:8][C@H:9]1[C@@H:13]([CH3:14])[CH2:12][NH:11][CH2:10]1)=[O:7])([CH3:4])([CH3:3])[CH3:2].[CH3:15][C:16]1[C:17]([F:29])=[C:18]([CH:24]=[C:25]([F:28])[C:26]=1F)[C:19]([O:21][CH2:22][CH3:23])=[O:20].N12CCCN=C1CCCCC2.C(O)(=O)CC(CC(O)=O)(C(O)=O)O. Product: [C:1]([O:5][C:6]([NH:8][C@H:9]1[C@@H:13]([CH3:14])[CH2:12][N:11]([C:26]2[C:25]([F:28])=[CH:24][C:18]([C:19]([O:21][CH2:22][CH3:23])=[O:20])=[C:17]([F:29])[C:16]=2[CH3:15])[CH2:10]1)=[O:7])([CH3:4])([CH3:2])[CH3:3]. The catalyst class is: 16. (5) Reactant: [F:1][C:2]1[CH:3]=[CH:4][C:5]([C:8]2[O:12][N:11]=[C:10]([C@@H:13]3[CH2:18][N:17](C(OC(C)(C)C)=O)[C@H:16]([CH3:26])[CH2:15][CH2:14]3)[N:9]=2)=[N:6][CH:7]=1.C(O)(C(F)(F)F)=O. Product: [F:1][C:2]1[CH:3]=[CH:4][C:5]([C:8]2[O:12][N:11]=[C:10]([C@H:13]3[CH2:14][CH2:15][C@@H:16]([CH3:26])[NH:17][CH2:18]3)[N:9]=2)=[N:6][CH:7]=1. The catalyst class is: 2. (6) Reactant: [Cl:1][C:2]1[CH:3]=[C:4]([NH:19][C:20]2[C:30]3[CH:29]=[C:28]([C:31]([OH:33])=O)[CH2:27][CH2:26][NH:25][C:24]=3[N:23]=[CH:22][N:21]=2)[CH:5]=[CH:6][C:7]=1[O:8][C:9]1[CH:14]=[CH:13][CH:12]=[C:11]([C:15]([F:18])([F:17])[F:16])[CH:10]=1.[NH2:34][CH2:35][CH2:36][N:37]([CH2:45][CH2:46][OH:47])[C:38](=[O:44])[O:39][C:40]([CH3:43])([CH3:42])[CH3:41].Cl.C(N=C=NCCCN(C)C)C.O.ON1C2C=CC=CC=2N=N1. Product: [Cl:1][C:2]1[CH:3]=[C:4]([NH:19][C:20]2[C:30]3[CH:29]=[C:28]([C:31]([NH:34][CH2:35][CH2:36][N:37]([CH2:45][CH2:46][OH:47])[C:38](=[O:44])[O:39][C:40]([CH3:41])([CH3:42])[CH3:43])=[O:33])[CH2:27][CH2:26][NH:25][C:24]=3[N:23]=[CH:22][N:21]=2)[CH:5]=[CH:6][C:7]=1[O:8][C:9]1[CH:14]=[CH:13][CH:12]=[C:11]([C:15]([F:18])([F:17])[F:16])[CH:10]=1. The catalyst class is: 289. (7) Reactant: Cl[C:2]1[N:3]2[C:7]([N:8]=[C:9]3[CH2:15][CH2:14][CH2:13][CH2:12][CH2:11][C:10]=13)=[CH:6][CH:5]=[N:4]2.[CH2:16]([O:23][C:24]1[CH:29]=[CH:28][C:27](B(O)O)=[CH:26][CH:25]=1)[C:17]1[CH:22]=[CH:21][CH:20]=[CH:19][CH:18]=1.C([O-])([O-])=O.[Na+].[Na+]. Product: [CH2:16]([O:23][C:24]1[CH:29]=[CH:28][C:27]([C:2]2[N:3]3[C:7]([N:8]=[C:9]4[CH2:15][CH2:14][CH2:13][CH2:12][CH2:11][C:10]=24)=[CH:6][CH:5]=[N:4]3)=[CH:26][CH:25]=1)[C:17]1[CH:22]=[CH:21][CH:20]=[CH:19][CH:18]=1. The catalyst class is: 741. (8) Reactant: [Br:1][C:2]1[CH:7]=[CH:6][N:5]=[C:4]2[N:8]([CH:12]([CH3:14])[CH3:13])[CH:9]=[C:10](I)[C:3]=12.[F:15][C:16]1[CH:17]=[C:18]2[C:22](=[CH:23][C:24]=1B1OC(C)(C)C(C)(C)O1)[N:21]([CH3:34])[CH2:20][CH2:19]2.C(=O)([O-])[O-].[Na+].[Na+]. Product: [Br:1][C:2]1[CH:7]=[CH:6][N:5]=[C:4]2[N:8]([CH:12]([CH3:14])[CH3:13])[CH:9]=[C:10]([C:24]3[CH:23]=[C:22]4[C:18]([CH2:19][CH2:20][N:21]4[CH3:34])=[CH:17][C:16]=3[F:15])[C:3]=12. The catalyst class is: 235. (9) Reactant: Cl.[CH2:2]([N:4](C(C)C)[C:5]1[CH:10]=[CH:9][C:8]([NH2:11])=[CH:7][CH:6]=1)[CH3:3].Cl.Cl.[CH2:17]([O:21][C:22]1[CH:27]=[CH:26][C:25]([NH2:28])=[CH:24][C:23]=1[NH2:29])[CH2:18][CH2:19][CH3:20].N.[OH:31]O.[CH2:33]([OH:35])[CH3:34]. Product: [NH2:28][C:25]1[C:26](=[N:11][C:8]2[CH:9]=[CH:10][C:5]([N:4]([CH2:2][CH2:3][OH:31])[CH2:34][CH2:33][OH:35])=[CH:6][CH:7]=2)[CH:27]=[C:22]([O:21][CH2:17][CH2:18][CH2:19][CH3:20])[C:23](=[NH:29])[CH:24]=1. The catalyst class is: 6.